This data is from Reaction yield outcomes from USPTO patents with 853,638 reactions. The task is: Predict the reaction yield, written as a fraction of the theoretical maximum amount of product (1.0 means a 100% yield; for example, 0.34 means a 34% yield). The yield is 0.280. The product is [CH2:1]([N:3]1[CH:7]=[CH:6][N:5]=[C:4]1[CH:8]1[C:17]2=[N:30][NH:31][C:19](=[O:20])[C:15]3[CH:14]=[CH:13][CH:12]=[C:11]([C:16]=32)[NH:10][CH:9]1[C:23]1[CH:24]=[CH:25][CH:26]=[CH:27][CH:28]=1)[CH3:2]. The catalyst is CO. The reactants are [CH2:1]([N:3]1[CH:7]=[CH:6][N:5]=[C:4]1[CH:8]1[C:17](=O)[C:16]2[C:15]([C:19](OC)=[O:20])=[CH:14][CH:13]=[CH:12][C:11]=2[NH:10][CH:9]1[C:23]1[CH:28]=[CH:27][CH:26]=[CH:25][CH:24]=1)[CH3:2].O.[NH2:30][NH2:31].